From a dataset of Forward reaction prediction with 1.9M reactions from USPTO patents (1976-2016). Predict the product of the given reaction. Given the reactants [Br:1][C:2]1[C:8]([C:9]([F:12])([F:11])[F:10])=[CH:7][C:5]([NH2:6])=[CH:4][C:3]=1[Cl:13].[C:14](N1C=CN=C1)(N1C=CN=C1)=[S:15], predict the reaction product. The product is: [Br:1][C:2]1[C:8]([C:9]([F:10])([F:11])[F:12])=[CH:7][C:5]([N:6]=[C:14]=[S:15])=[CH:4][C:3]=1[Cl:13].